From a dataset of Catalyst prediction with 721,799 reactions and 888 catalyst types from USPTO. Predict which catalyst facilitates the given reaction. (1) Reactant: [NH:1]1[CH:5]=[C:4]([C:6]2[CH:11]=[C:10]([O:12][C:13]3[C:18]([F:19])=[CH:17][C:16]([NH:20][C:21]([C:23]4[C:24](=[O:39])[N:25]([C:32]5[CH:37]=[CH:36][C:35]([F:38])=[CH:34][CH:33]=5)[CH:26]=[CH:27][C:28]=4[O:29][CH2:30][CH3:31])=[O:22])=[C:15]([F:40])[CH:14]=3)[CH:9]=[CH:8][N:7]=2)[CH:3]=[N:2]1.[ClH:41].CCOCC. Product: [ClH:41].[NH:1]1[CH:5]=[C:4]([C:6]2[CH:11]=[C:10]([O:12][C:13]3[C:18]([F:19])=[CH:17][C:16]([NH:20][C:21]([C:23]4[C:24](=[O:39])[N:25]([C:32]5[CH:37]=[CH:36][C:35]([F:38])=[CH:34][CH:33]=5)[CH:26]=[CH:27][C:28]=4[O:29][CH2:30][CH3:31])=[O:22])=[C:15]([F:40])[CH:14]=3)[CH:9]=[CH:8][N:7]=2)[CH:3]=[N:2]1. The catalyst class is: 23. (2) Reactant: C([O:5][C:6]([CH2:8][CH2:9][CH:10]([C:16]([O:18][CH2:19][CH3:20])=[O:17])[C:11]([O:13][CH2:14][CH3:15])=[O:12])=[O:7])(C)(C)C.C(O)(C(F)(F)F)=O. Product: [C:6]([CH2:8][CH2:9][CH:10]([C:11]([O:13][CH2:14][CH3:15])=[O:12])[C:16]([O:18][CH2:19][CH3:20])=[O:17])([OH:7])=[O:5]. The catalyst class is: 2.